Regression. Given a peptide amino acid sequence and an MHC pseudo amino acid sequence, predict their binding affinity value. This is MHC class II binding data. From a dataset of Peptide-MHC class II binding affinity with 134,281 pairs from IEDB. (1) The peptide sequence is YDKFLANVSTWLTGK. The MHC is DRB1_1302 with pseudo-sequence DRB1_1302. The binding affinity (normalized) is 0.788. (2) The binding affinity (normalized) is 0.418. The peptide sequence is MAFQEMENFLGPIAV. The MHC is HLA-DQA10501-DQB10303 with pseudo-sequence HLA-DQA10501-DQB10303.